From a dataset of Forward reaction prediction with 1.9M reactions from USPTO patents (1976-2016). Predict the product of the given reaction. Given the reactants [Cl:1][C:2]1[C:7]([C:8]2[CH:13]=[CH:12][CH:11]=[CH:10][CH:9]=2)=[N:6][N:5]=[C:4]2[N:14]([CH3:24])[N:15]=[C:16]([C:17]3[CH:22]=[CH:21][CH:20]=[CH:19][C:18]=3Cl)[C:3]=12.CN1C(N)=CC(C2C=CC=CC=2)=N1.[F:38][C:39]([F:49])([F:48])C1C=C(C#C)C=CC=1, predict the reaction product. The product is: [Cl:1][C:2]1[C:7]([C:8]2[CH:13]=[CH:12][CH:11]=[C:10]([C:39]([F:49])([F:48])[F:38])[CH:9]=2)=[N:6][N:5]=[C:4]2[N:14]([CH3:24])[N:15]=[C:16]([C:17]3[CH:22]=[CH:21][CH:20]=[CH:19][CH:18]=3)[C:3]=12.